From a dataset of Full USPTO retrosynthesis dataset with 1.9M reactions from patents (1976-2016). Predict the reactants needed to synthesize the given product. (1) Given the product [CH2:25]([O:28][C@H:29]1[C:37]2[C:32](=[CH:33][C:34]([O:38][CH3:39])=[CH:35][CH:36]=2)[C@@H:31]([NH:40][CH2:13][C@@H:11]([OH:12])[C@@H:10]([NH:14][C:15](=[O:24])[O:16][CH2:17][C:18]2[CH:23]=[CH:22][CH:21]=[CH:20][CH:19]=2)[CH2:9][C:4]2[CH:3]=[C:2]([F:1])[CH:7]=[C:6]([F:8])[CH:5]=2)[CH2:30]1)[CH:26]=[CH2:27], predict the reactants needed to synthesize it. The reactants are: [F:1][C:2]1[CH:3]=[C:4]([CH2:9][C@H:10]([NH:14][C:15](=[O:24])[O:16][CH2:17][C:18]2[CH:23]=[CH:22][CH:21]=[CH:20][CH:19]=2)[C@H:11]2[CH2:13][O:12]2)[CH:5]=[C:6]([F:8])[CH:7]=1.[CH2:25]([O:28][C@@H:29]1[C:37]2[C:32](=[CH:33][C:34]([O:38][CH3:39])=[CH:35][CH:36]=2)[C@H:31]([NH2:40])[CH2:30]1)[CH:26]=[CH2:27].[Cl-].[Na+].O.C([O-])(O)=O.[Na+]. (2) The reactants are: BrC1C=CC2OC3C(=O)NC(C4CCN(C(OC(C)(C)C)=O)CC4)=NC=3C=2C=1.[Br:29][C:30]1[CH:31]=[CH:32][C:33]2[O:37][C:36]([C:38](=[O:40])[NH2:39])=[C:35]([NH:41][C:42]([C:44]3[CH:45]=[N:46][C:47]4[N:48]([N:50]=[C:51]([CH:53]5[CH2:58][CH2:57][N:56]([C:59]([O:61][C:62]([CH3:65])([CH3:64])[CH3:63])=[O:60])[CH2:55][CH2:54]5)[CH:52]=4)[CH:49]=3)=O)[C:34]=2[CH:66]=1.BrC1C=CC2OC(C(=O)N)=C(NC(C3CCN(C(OC(C)(C)C)=O)CC3)=O)C=2C=1. Given the product [Br:29][C:30]1[CH:31]=[CH:32][C:33]2[O:37][C:36]3[C:38](=[O:40])[NH:39][C:42]([C:44]4[CH:45]=[N:46][C:47]5[N:48]([N:50]=[C:51]([CH:53]6[CH2:58][CH2:57][N:56]([C:59]([O:61][C:62]([CH3:63])([CH3:64])[CH3:65])=[O:60])[CH2:55][CH2:54]6)[CH:52]=5)[CH:49]=4)=[N:41][C:35]=3[C:34]=2[CH:66]=1, predict the reactants needed to synthesize it. (3) The reactants are: [CH:1]1([NH2:4])[CH2:3][CH2:2]1.[Cl:5][C:6]1[C:11]([F:12])=[C:10](Cl)[N:9]=[C:8]([CH:14]2[CH2:16][CH2:15]2)[N:7]=1. Given the product [Cl:5][C:6]1[N:7]=[C:8]([CH:14]2[CH2:15][CH2:16]2)[N:9]=[C:10]([NH:4][CH:1]2[CH2:3][CH2:2]2)[C:11]=1[F:12], predict the reactants needed to synthesize it. (4) The reactants are: [CH3:1][O:2][C:3](=[O:30])[C:4]1[CH:16]=[C:15]([Sn](CCCC)(CCCC)CCCC)[CH:14]=[C:6]([C:7]([N:9]([CH3:13])[CH2:10][CH2:11][CH3:12])=[O:8])[CH:5]=1.[CH3:31][C:32](=[CH2:36])[C:33](Cl)=[O:34].C1(P(C2CCCCC2)C2CCCCC2)CCCCC1. Given the product [CH3:1][O:2][C:3](=[O:30])[C:4]1[CH:16]=[C:15]([C:33](=[O:34])[C:32]([CH3:36])=[CH2:31])[CH:14]=[C:6]([C:7]([N:9]([CH3:13])[CH2:10][CH2:11][CH3:12])=[O:8])[CH:5]=1.[CH3:13][N:9]([CH2:10][CH2:11][CH3:12])[C:7](=[O:8])[C:6]1[CH:5]=[C:4]([CH:16]=[C:15]([C:33](=[O:34])[C:32]([CH3:36])=[CH2:31])[CH:14]=1)[C:3]([OH:2])=[O:30], predict the reactants needed to synthesize it. (5) Given the product [Cl:1][C:2]1[CH:31]=[CH:30][C:5]([CH2:6][NH:7][C:8]([C:10]2[C:19](=[O:20])[C:18]3[C:13](=[C:14]([C:41]#[C:40][CH2:39][N:36]4[C:37]([Cl:38])=[C:33]([Cl:32])[N:34]=[CH:35]4)[CH:15]=[C:16]([CH2:21][N:22]4[CH2:27][CH2:26][O:25][CH2:24][CH2:23]4)[CH:17]=3)[N:12]([CH3:29])[CH:11]=2)=[O:9])=[CH:4][CH:3]=1, predict the reactants needed to synthesize it. The reactants are: [Cl:1][C:2]1[CH:31]=[CH:30][C:5]([CH2:6][NH:7][C:8]([C:10]2[C:19](=[O:20])[C:18]3[C:13](=[C:14](I)[CH:15]=[C:16]([CH2:21][N:22]4[CH2:27][CH2:26][O:25][CH2:24][CH2:23]4)[CH:17]=3)[N:12]([CH3:29])[CH:11]=2)=[O:9])=[CH:4][CH:3]=1.[Cl:32][C:33]1[N:34]=[CH:35][N:36]([CH2:39][C:40]#[CH:41])[C:37]=1[Cl:38]. (6) The reactants are: [Cl:1][C:2]1[CH:3]=[C:4]2[C:9](=[N:10][CH:11]=1)[NH:8][C:7](=[O:12])[C:6]([C:13]#[N:14])=[C:5]2[N:15]1[CH2:20][CH2:19][N:18]([C:21]([C:23]2[S:24][CH:25]=[CH:26][CH:27]=2)=[O:22])[CH2:17][CH2:16]1.[CH2:28](Br)[C:29]1[CH:34]=[CH:33][CH:32]=[CH:31][CH:30]=1. Given the product [CH2:28]([N:8]1[C:9]2[C:4](=[CH:3][C:2]([Cl:1])=[CH:11][N:10]=2)[C:5]([N:15]2[CH2:20][CH2:19][N:18]([C:21]([C:23]3[S:24][CH:25]=[CH:26][CH:27]=3)=[O:22])[CH2:17][CH2:16]2)=[C:6]([C:13]#[N:14])[C:7]1=[O:12])[C:29]1[CH:34]=[CH:33][CH:32]=[CH:31][CH:30]=1, predict the reactants needed to synthesize it. (7) Given the product [F:1][C:2]1[C:3]([CH2:23][NH2:24])=[N:4][CH:5]=[C:6]([C:8]2[CH:13]=[CH:12][N:11]=[C:10]3[NH:14][C:15]([C:17]4[CH:18]=[N:19][N:20]([CH3:22])[CH:21]=4)=[N:16][C:9]=23)[CH:7]=1, predict the reactants needed to synthesize it. The reactants are: [F:1][C:2]1[C:3]([C:23]#[N:24])=[N:4][CH:5]=[C:6]([C:8]2[CH:13]=[CH:12][N:11]=[C:10]3[NH:14][C:15]([C:17]4[CH:18]=[N:19][N:20]([CH3:22])[CH:21]=4)=[N:16][C:9]=23)[CH:7]=1.[H][H].